From a dataset of Forward reaction prediction with 1.9M reactions from USPTO patents (1976-2016). Predict the product of the given reaction. (1) Given the reactants [C:1]([O:5][C:6]([N:8]1[CH2:12][C@H:11]2[CH2:13][N:14]([C:16]3[CH:17]=[N:18][CH:19]=[C:20]([CH:24]=3)[C:21](O)=[O:22])[CH2:15][C@H:10]2[CH2:9]1)=[O:7])([CH3:4])([CH3:3])[CH3:2].[NH2:25][C:26]1[CH:31]=[CH:30][CH:29]=[C:28]([CH3:32])[CH:27]=1, predict the reaction product. The product is: [C:28]1([CH3:32])[CH:29]=[CH:30][CH:31]=[C:26]([NH:25][C:21]([C:20]2[CH:24]=[C:16]([N:14]3[CH2:15][C@@H:10]4[CH2:9][N:8]([C:6]([O:5][C:1]([CH3:2])([CH3:4])[CH3:3])=[O:7])[CH2:12][C@@H:11]4[CH2:13]3)[CH:17]=[N:18][CH:19]=2)=[O:22])[CH:27]=1. (2) Given the reactants [Cl:1][C:2]1[CH:15]=[CH:14][C:5]([CH2:6][N:7]2[CH2:12][CH2:11][CH:10]([NH2:13])[CH2:9][CH2:8]2)=[CH:4][C:3]=1[O:16][CH2:17][CH3:18].[CH3:19][O:20][C:21](=[O:31])[C:22]1[CH:30]=[CH:29][CH:28]=[C:24]([C:25](O)=[O:26])[CH:23]=1, predict the reaction product. The product is: [CH3:19][O:20][C:21](=[O:31])[C:22]1[CH:30]=[CH:29][CH:28]=[C:24]([C:25]([NH:13][CH:10]2[CH2:11][CH2:12][N:7]([CH2:6][C:5]3[CH:14]=[CH:15][C:2]([Cl:1])=[C:3]([O:16][CH2:17][CH3:18])[CH:4]=3)[CH2:8][CH2:9]2)=[O:26])[CH:23]=1. (3) Given the reactants [F:1][C:2]1[CH:7]=[CH:6][CH:5]=[C:4]([O:8][CH3:9])[C:3]=1[C:10]1[CH:15]=[CH:14][N:13]=[CH:12][C:11]=1[NH:16][CH2:17][CH2:18][O:19][CH3:20].FC1C=CC=C(OC)C=1C1C=CN=CC=1N(CC(F)(F)F)[C:37](=[O:52])[C:38]1[CH:43]=[C:42]([C:44]([F:47])([F:46])[F:45])[CH:41]=[C:40]([S:48]([CH3:51])(=[O:50])=[O:49])[CH:39]=1.C([O-])(=O)C.[NH4+].C(#N)C, predict the reaction product. The product is: [F:1][C:2]1[CH:7]=[CH:6][CH:5]=[C:4]([O:8][CH3:9])[C:3]=1[C:10]1[CH:15]=[CH:14][N:13]=[CH:12][C:11]=1[N:16]([CH2:17][CH2:18][O:19][CH3:20])[C:37](=[O:52])[C:38]1[CH:43]=[C:42]([C:44]([F:47])([F:45])[F:46])[CH:41]=[C:40]([S:48]([CH3:51])(=[O:50])=[O:49])[CH:39]=1. (4) Given the reactants [F:1][C:2]1[CH:3]=[C:4]([C:9]2[CH:14]=[CH:13][C:12]([C:15]([F:18])([F:17])[F:16])=[CH:11][CH:10]=2)[CH:5]=[CH:6][C:7]=1[NH2:8].[N+:19]([O-])([OH:21])=[O:20], predict the reaction product. The product is: [F:1][C:2]1[CH:3]=[C:4]([C:9]2[CH:10]=[CH:11][C:12]([C:15]([F:16])([F:17])[F:18])=[CH:13][CH:14]=2)[CH:5]=[C:6]([N+:19]([O-:21])=[O:20])[C:7]=1[NH2:8]. (5) Given the reactants [NH:1]1[CH2:6][CH2:5][CH:4]([C:7]([O:9][CH2:10][CH3:11])=[O:8])[CH2:3][CH2:2]1.C1COCC1.[C:17](O[C:17]([O:19][C:20]([CH3:23])([CH3:22])[CH3:21])=[O:18])([O:19][C:20]([CH3:23])([CH3:22])[CH3:21])=[O:18], predict the reaction product. The product is: [N:1]1([C:17]([O:19][C:20]([CH3:23])([CH3:22])[CH3:21])=[O:18])[CH2:6][CH2:5][CH:4]([C:7]([O:9][CH2:10][CH3:11])=[O:8])[CH2:3][CH2:2]1. (6) Given the reactants FC(F)C1C2C(F)(F)CCC(F)(F)C=2N(CC(N[C@H](C2C(C3C=C4C(=CC=3)CNC4=O)=CN=C([C:46]#[C:47][C:48]([OH:51])([CH3:50])[CH3:49])N=2)CC2C=C(F)C=C(F)C=2)=O)N=1.[F:53][C:54]1([F:99])[C:58]2[N:59]([CH2:66][C:67]([NH:69][C@H:70]([C:80]3[C:85]([C:86]4[CH:87]=[CH:88][C:89]([F:95])=[C:90]([CH:94]=4)[C:91]([NH2:93])=[O:92])=[CH:84][N:83]=[C:82](SC)[N:81]=3)[CH2:71][C:72]3[CH:77]=[C:76]([F:78])[CH:75]=[C:74]([F:79])[CH:73]=3)=[O:68])[N:60]=[C:61]([C:62]([F:65])([F:64])[F:63])[C:57]=2[C@H:56]2[CH2:98][C@@H:55]12.CC(O)(C#C)C, predict the reaction product. The product is: [F:53][C:54]1([F:99])[C:58]2[N:59]([CH2:66][C:67]([NH:69][C@H:70]([C:80]3[C:85]([C:86]4[CH:87]=[CH:88][C:89]([F:95])=[C:90]([CH:94]=4)[C:91]([NH2:93])=[O:92])=[CH:84][N:83]=[C:82]([C:46]#[C:47][C:48]([OH:51])([CH3:50])[CH3:49])[N:81]=3)[CH2:71][C:72]3[CH:77]=[C:76]([F:78])[CH:75]=[C:74]([F:79])[CH:73]=3)=[O:68])[N:60]=[C:61]([C:62]([F:65])([F:64])[F:63])[C:57]=2[C@H:56]2[CH2:98][C@@H:55]12. (7) Given the reactants [F:1][C:2]1[CH:3]=[C:4]([CH:7]=[CH:8][C:9]=1F)[CH:5]=[O:6].[F:11][C:12]([F:21])([F:20])[C:13]1[N:18]=[CH:17][C:16]([OH:19])=[CH:15][N:14]=1, predict the reaction product. The product is: [F:1][C:2]1[CH:3]=[C:4]([CH:7]=[CH:8][C:9]=1[O:19][C:16]1[CH:17]=[N:18][C:13]([C:12]([F:21])([F:20])[F:11])=[N:14][CH:15]=1)[CH:5]=[O:6]. (8) Given the reactants [F:1][C:2]([F:26])([F:25])[O:3][C:4]1[CH:9]=[CH:8][C:7]([CH:10]2[CH2:15][NH:14][CH2:13][CH:12]([NH:16][C:17](=[O:24])[C:18]3[CH:23]=[CH:22][CH:21]=[CH:20][CH:19]=3)[CH2:11]2)=[CH:6][CH:5]=1.[N:27]([CH2:30][CH2:31][O:32][CH3:33])=[C:28]=[O:29].C(N(CC)CC)C, predict the reaction product. The product is: [CH3:33][O:32][CH2:31][CH2:30][NH:27][C:28]([N:14]1[CH2:15][CH:10]([C:7]2[CH:6]=[CH:5][C:4]([O:3][C:2]([F:1])([F:25])[F:26])=[CH:9][CH:8]=2)[CH2:11][CH:12]([NH:16][C:17]([C:18]2[CH:19]=[CH:20][CH:21]=[CH:22][CH:23]=2)=[O:24])[CH2:13]1)=[O:29]. (9) Given the reactants [H-].[Al+3].[Li+].[H-].[H-].[H-].[CH2:7]([O:9][C:10]1[N:14]([C:15]2[C:16]([CH3:25])=[C:17]([CH:22]=[CH:23][CH:24]=2)[C:18](OC)=[O:19])[C:13]2[CH:26]=[C:27]([F:30])[CH:28]=[CH:29][C:12]=2[N:11]=1)[CH3:8].O.O.O.O.O.O.O.O.O.O.[O-]S([O-])(=O)=O.[Na+].[Na+], predict the reaction product. The product is: [CH2:7]([O:9][C:10]1[N:14]([C:15]2[C:16]([CH3:25])=[C:17]([CH2:18][OH:19])[CH:22]=[CH:23][CH:24]=2)[C:13]2[CH:26]=[C:27]([F:30])[CH:28]=[CH:29][C:12]=2[N:11]=1)[CH3:8].